This data is from Forward reaction prediction with 1.9M reactions from USPTO patents (1976-2016). The task is: Predict the product of the given reaction. (1) Given the reactants Br[C:2]1[N:3]=[C:4]([CH2:7][OH:8])[S:5][CH:6]=1.[CH2:9]([O:16][C:17]1[CH:22]=[CH:21][CH:20]=[CH:19][C:18]=1B(O)O)[C:10]1[CH:15]=[CH:14][CH:13]=[CH:12][CH:11]=1.C(=O)([O-])[O-].[Na+].[Na+], predict the reaction product. The product is: [CH2:9]([O:16][C:17]1[CH:22]=[CH:21][CH:20]=[CH:19][C:18]=1[C:2]1[N:3]=[C:4]([CH2:7][OH:8])[S:5][CH:6]=1)[C:10]1[CH:15]=[CH:14][CH:13]=[CH:12][CH:11]=1. (2) Given the reactants C([NH:4][C@:5]1([C:22](NC(C)(C)C)=[O:23])[C@@H:9]([CH2:10][CH2:11][CH2:12][B:13]2[O:17]C(C)(C)C(C)(C)[O:14]2)[CH2:8][NH:7][CH2:6]1)(=O)C.[C:29]([CH:34]1[CH2:39][CH2:38][C:37](=O)[CH2:36][CH2:35]1)([O:31]CC)=[O:30].S([O-])([O-])(=O)=[O:42].[Na+].[Na+].C(O)(=O)C.C(O[BH-](OC(=O)C)OC(=O)C)(=O)C.[Na+].C(=O)([O-])[O-].[Na+].[Na+], predict the reaction product. The product is: [NH2:4][C@:5]1([C:22]([OH:23])=[O:42])[C@@H:9]([CH2:10][CH2:11][CH2:12][B:13]([OH:14])[OH:17])[CH2:8][N:7]([CH:37]2[CH2:38][CH2:39][CH:34]([C:29]([OH:31])=[O:30])[CH2:35][CH2:36]2)[CH2:6]1. (3) Given the reactants Cl[CH2:2][C:3]([CH3:5])=[CH2:4].[CH3:6][C:7]1[CH:12]=[CH:11][C:10]([S:13]([NH:16][CH2:17][CH:18]=[CH2:19])(=[O:15])=[O:14])=[CH:9][CH:8]=1.C(=O)([O-])[O-].[K+].[K+], predict the reaction product. The product is: [CH3:6][C:7]1[CH:12]=[CH:11][C:10]([S:13]([N:16]([CH2:4][C:3]([CH3:5])=[CH2:2])[CH2:17][CH:18]=[CH2:19])(=[O:15])=[O:14])=[CH:9][CH:8]=1.